Dataset: Reaction yield outcomes from USPTO patents with 853,638 reactions. Task: Predict the reaction yield, written as a fraction of the theoretical maximum amount of product (1.0 means a 100% yield; for example, 0.34 means a 34% yield). The reactants are [NH2:1][C:2]1[CH:7]=[CH:6][C:5]([C:8]2([C:11]([O:13][CH3:14])=[O:12])[CH2:10][CH2:9]2)=[CH:4][C:3]=1Br.[C:16]([Si:18]([CH3:21])([CH3:20])[CH3:19])#[CH:17]. The catalyst is CCN(CC)CC.CN(C1C=CN=CC=1)C.Cl[Pd](Cl)([P](C1C=CC=CC=1)(C1C=CC=CC=1)C1C=CC=CC=1)[P](C1C=CC=CC=1)(C1C=CC=CC=1)C1C=CC=CC=1. The product is [NH2:1][C:2]1[CH:7]=[CH:6][C:5]([C:8]2([C:11]([O:13][CH3:14])=[O:12])[CH2:10][CH2:9]2)=[CH:4][C:3]=1[C:17]#[C:16][Si:18]([CH3:21])([CH3:20])[CH3:19]. The yield is 0.560.